From a dataset of Forward reaction prediction with 1.9M reactions from USPTO patents (1976-2016). Predict the product of the given reaction. (1) The product is: [Cl:42][C:43]1[CH:44]=[CH:45][C:46]([N+:51]([O-:53])=[O:52])=[C:47]([CH:50]=1)[CH:48]=[C:5]1[C:6]2[CH:11]=[CH:10][CH:9]=[CH:8][C:7]=2[C:3](=[O:2])[O:4]1. Given the reactants [Br-].[O:2]=[C:3]1[C:7]2[CH:8]=[CH:9][CH:10]=[CH:11][C:6]=2[CH:5]([P+](C2C=CC=CC=2)(C2C=CC=CC=2)C2C=CC=CC=2)[O:4]1.O1CCCC1.CC(C)([O-])C.[K+].[Cl:42][C:43]1[CH:44]=[CH:45][C:46]([N+:51]([O-:53])=[O:52])=[C:47]([CH:50]=1)[CH:48]=O, predict the reaction product. (2) The product is: [C:5]1([C:8]2[C:18]3[CH:19]=[CH:20][CH:21]=[CH:22][C:23]=3[O:29][C:28]=2[C:27]2[CH:4]=[CH:3][CH:2]=[CH:7][CH:25]=2)[CH:6]=[CH:7][CH:2]=[CH:3][CH:4]=1. Given the reactants O[C:2]1[CH:7]=[CH:6][C:5]([C:8]2([C:18]3[CH:23]=[CH:22][C:21](O)=[CH:20][CH:19]=3)C3C=CC=CC=3C(=O)O2)=[CH:4][CH:3]=1.[CH2:25]([CH:27]1[O:29][CH2:28]1)Cl, predict the reaction product. (3) Given the reactants [Si:1]([O:8][CH2:9][C:10]1[N:11]=[C:12]([C:15]2([C:21]3[CH:30]=[CH:29][C:24]([C:25]([O:27]C)=[O:26])=[CH:23][CH:22]=3)[CH2:20][CH2:19][O:18][CH2:17][CH2:16]2)[S:13][CH:14]=1)([C:4]([CH3:7])([CH3:6])[CH3:5])([CH3:3])[CH3:2].[OH-].[Na+].Cl, predict the reaction product. The product is: [Si:1]([O:8][CH2:9][C:10]1[N:11]=[C:12]([C:15]2([C:21]3[CH:30]=[CH:29][C:24]([C:25]([OH:27])=[O:26])=[CH:23][CH:22]=3)[CH2:16][CH2:17][O:18][CH2:19][CH2:20]2)[S:13][CH:14]=1)([C:4]([CH3:7])([CH3:5])[CH3:6])([CH3:2])[CH3:3]. (4) Given the reactants C(OC([N:8]1[CH2:12][CH2:11][N:10]=[C:9]1[CH:13]([O:17][C:18]1[CH:23]=[CH:22][CH:21]=[C:20]([CH3:24])[C:19]=1[CH3:25])[CH2:14][CH:15]=[CH2:16])=O)(C)(C)C.[OH-].[Na+].CCOC(C)=O, predict the reaction product. The product is: [CH3:25][C:19]1[C:20]([CH3:24])=[CH:21][CH:22]=[CH:23][C:18]=1[O:17][CH:13]([C:9]1[NH:10][CH2:11][CH2:12][N:8]=1)[CH2:14][CH:15]=[CH2:16]. (5) Given the reactants [C:1]([C:3]1[CH:4]=[C:5]([NH:9][C:10]2[C:19]3[C:14](=[CH:15][C:16]([F:21])=[C:17]([NH2:20])[CH:18]=3)[N:13]=[CH:12][N:11]=2)[CH:6]=[CH:7][CH:8]=1)#[CH:2].N1C=CC=CC=1.Cl[C:29]([O:31][C:32]1[CH:37]=[CH:36][CH:35]=[CH:34][CH:33]=1)=[O:30], predict the reaction product. The product is: [C:1]([C:3]1[CH:4]=[C:5]([NH:9][C:10]2[C:19]3[C:14](=[CH:15][C:16]([F:21])=[C:17]([NH:20][C:29](=[O:30])[O:31][C:32]4[CH:37]=[CH:36][CH:35]=[CH:34][CH:33]=4)[CH:18]=3)[N:13]=[CH:12][N:11]=2)[CH:6]=[CH:7][CH:8]=1)#[CH:2]. (6) Given the reactants [Cl:1][C:2]1[CH:21]=[CH:20][C:5]([O:6][C:7]2[CH:19]=[CH:18][C:10]([O:11][CH:12]3[CH2:17][CH2:16][NH:15][CH2:14][CH2:13]3)=[CH:9][CH:8]=2)=[CH:4][CH:3]=1.Cl, predict the reaction product. The product is: [ClH:1].[Cl:1][C:2]1[CH:21]=[CH:20][C:5]([O:6][C:7]2[CH:19]=[CH:18][C:10]([O:11][CH:12]3[CH2:17][CH2:16][NH:15][CH2:14][CH2:13]3)=[CH:9][CH:8]=2)=[CH:4][CH:3]=1. (7) Given the reactants [CH3:1][C@H:2]1[CH2:7][CH2:6][CH2:5][N:4]([C:8]([O:10][C:11]([CH3:14])([CH3:13])[CH3:12])=[O:9])[CH2:3]1.CN(CCN(C)C)C.[Li]C(CC)C.CN([CH:31]=[O:32])C, predict the reaction product. The product is: [CH:31]([C@@H:5]1[CH2:6][CH2:7][C@H:2]([CH3:1])[CH2:3][N:4]1[C:8]([O:10][C:11]([CH3:13])([CH3:12])[CH3:14])=[O:9])=[O:32]. (8) Given the reactants [NH:1]1[CH2:6][CH2:5][O:4][CH2:3][CH2:2]1.[CH3:7][O:8][C:9]1[C:10]2[C:11]3[N:22]=[CH:21][S:20][C:12]=3[NH:13][C:14](=[O:19])[C:15]=2[CH:16]=[CH:17][CH:18]=1.[CH2:23]=O, predict the reaction product. The product is: [CH3:7][O:8][C:9]1[C:10]2[C:11]3[N:22]=[C:21]([CH2:23][N:1]4[CH2:6][CH2:5][O:4][CH2:3][CH2:2]4)[S:20][C:12]=3[NH:13][C:14](=[O:19])[C:15]=2[CH:16]=[CH:17][CH:18]=1. (9) Given the reactants [CH3:1][C:2]1[C:14]([CH3:15])=[C:13]2[C:5]([CH2:6][CH2:7][C:8]3([O:12]2)[CH2:11][CH2:10][CH2:9]3)=[CH:4][C:3]=1[OH:16].C[CH2:18][O:19]C(C)=O, predict the reaction product. The product is: [OH:16][C:3]1[C:2]([CH3:1])=[C:14]([CH3:15])[C:13]2[O:12][C:8]3([CH2:9][CH2:10][CH2:11]3)[CH2:7][CH2:6][C:5]=2[C:4]=1[CH:18]=[O:19]. (10) Given the reactants [N:1]1([CH2:6][C:7]([C:9]2[CH:29]=[CH:28][C:12]([O:13][CH2:14][CH2:15][CH2:16][CH2:17][CH2:18][O:19][C:20]3[CH:21]=[CH:22][CH:23]=[C:24]([CH:27]=3)[C:25]#[N:26])=[CH:11][CH:10]=2)=[O:8])[CH:5]=[N:4][CH:3]=[N:2]1.C(O)(=O)C.[Na].[Br:35]Br, predict the reaction product. The product is: [Br:35][CH:6]([N:1]1[CH:5]=[N:4][CH:3]=[N:2]1)[C:7]([C:9]1[CH:10]=[CH:11][C:12]([O:13][CH2:14][CH2:15][CH2:16][CH2:17][CH2:18][O:19][C:20]2[CH:21]=[CH:22][CH:23]=[C:24]([CH:27]=2)[C:25]#[N:26])=[CH:28][CH:29]=1)=[O:8].